Task: Predict the reactants needed to synthesize the given product.. Dataset: Full USPTO retrosynthesis dataset with 1.9M reactions from patents (1976-2016) Given the product [Br:1][C:2]1[CH:7]=[CH:6][C:5]([O:8][CH2:12][C:13]2[CH:18]=[CH:17][CH:16]=[CH:15][CH:14]=2)=[C:4]([N+:9]([O-:11])=[O:10])[CH:3]=1, predict the reactants needed to synthesize it. The reactants are: [Br:1][C:2]1[CH:7]=[CH:6][C:5]([OH:8])=[C:4]([N+:9]([O-:11])=[O:10])[CH:3]=1.[CH2:12](Br)[C:13]1[CH:18]=[CH:17][CH:16]=[CH:15][CH:14]=1.C(=O)([O-])[O-].[Cs+].[Cs+].